Dataset: Forward reaction prediction with 1.9M reactions from USPTO patents (1976-2016). Task: Predict the product of the given reaction. (1) Given the reactants [C:1]([O:4][C@@H:5]1[C@@H:12]([O:13][CH2:14][C:15]2[CH:20]=[CH:19][CH:18]=[CH:17][CH:16]=2)[C@H:11]([O:21][CH2:22][C:23]2[CH:28]=[CH:27][CH:26]=[CH:25][CH:24]=2)[C@@H:10]([CH2:29][O:30]CC2C=CC(Cl)=CC=2)[O:9][C@@H:6]1[O:7][CH3:8])(=[O:3])[CH3:2].N1CCOCC1.[O-]P([O-])([O-])=O.[K+].[K+].[K+].Cl[Sn](Cl)(Cl)Cl, predict the reaction product. The product is: [C:1]([O:4][C@@H:5]1[C@@H:12]([O:13][CH2:14][C:15]2[CH:20]=[CH:19][CH:18]=[CH:17][CH:16]=2)[C@H:11]([O:21][CH2:22][C:23]2[CH:24]=[CH:25][CH:26]=[CH:27][CH:28]=2)[C@@H:10]([CH2:29][OH:30])[O:9][C@H:6]1[O:7][CH3:8])(=[O:3])[CH3:2]. (2) Given the reactants [CH2:1]([O:8][C:9]([NH:11][C@H:12]1[CH2:17][CH2:16][CH2:15][NH:14][C:13]1=[O:18])=[O:10])[C:2]1[CH:7]=[CH:6][CH:5]=[CH:4][CH:3]=1.C(N(C(C)C)CC)(C)C.C[Si](Cl)(C)C.[P:33](Cl)(Cl)(Cl)=[O:34].O.[NH3:39].[Cl-].[NH4+:41], predict the reaction product. The product is: [CH2:1]([O:8][C:9]([NH:11][C@H:12]1[CH2:17][CH2:16][CH2:15][N:14]([P:33]([NH2:41])([NH2:39])=[O:34])[C:13]1=[O:18])=[O:10])[C:2]1[CH:3]=[CH:4][CH:5]=[CH:6][CH:7]=1. (3) Given the reactants [N:1]([CH2:4][CH2:5][OH:6])=[N+:2]=[N-:3].[H-].[Na+].[Cl:9][C:10]1[CH:15]=[CH:14][C:13]([C:16]([C:43]2[CH:48]=[CH:47][C:46]([Cl:49])=[CH:45][CH:44]=2)([OH:42])[C:17]2[CH:18]=[C:19]3[C:24](=[CH:25][CH:26]=2)[N:23]=[C:22](Cl)[N:21]=[C:20]3[NH:28][CH:29]2[CH2:34][CH2:33][N:32]([C:35]([O:37][C:38]([CH3:41])([CH3:40])[CH3:39])=[O:36])[CH2:31][CH2:30]2)=[CH:12][CH:11]=1, predict the reaction product. The product is: [N:1]([CH2:4][CH2:5][O:6][C:22]1[N:21]=[C:20]([NH:28][CH:29]2[CH2:34][CH2:33][N:32]([C:35]([O:37][C:38]([CH3:40])([CH3:39])[CH3:41])=[O:36])[CH2:31][CH2:30]2)[C:19]2[C:24](=[CH:25][CH:26]=[C:17]([C:16]([C:13]3[CH:14]=[CH:15][C:10]([Cl:9])=[CH:11][CH:12]=3)([C:43]3[CH:48]=[CH:47][C:46]([Cl:49])=[CH:45][CH:44]=3)[OH:42])[CH:18]=2)[N:23]=1)=[N+:2]=[N-:3]. (4) Given the reactants [CH3:1][O:2][C:3]1[CH:4]=[C:5]([NH:9][CH:10]=[C:11]2[C:16](=[O:17])OC(C)(C)OC2=O)[CH:6]=[CH:7][CH:8]=1, predict the reaction product. The product is: [CH3:1][O:2][C:3]1[CH:4]=[C:5]2[C:6]([C:16]([OH:17])=[CH:11][CH:10]=[N:9]2)=[CH:7][CH:8]=1. (5) Given the reactants [NH2:1][C:2]1[CH:3]=[C:4]([CH:14]=[CH:15][C:16]=1[O:17][CH3:18])[C:5]([NH:7][C:8]1[CH:13]=[CH:12][CH:11]=[CH:10][CH:9]=1)=[O:6].[CH3:19][C:20]1[CH:21]=[C:22]([N:27]=[C:28]=[S:29])[CH:23]=[C:24]([CH3:26])[CH:25]=1, predict the reaction product. The product is: [CH3:19][C:20]1[CH:21]=[C:22]([NH:27][C:28](=[S:29])[NH:1][C:2]2[CH:3]=[C:4]([CH:14]=[CH:15][C:16]=2[O:17][CH3:18])[C:5]([NH:7][C:8]2[CH:13]=[CH:12][CH:11]=[CH:10][CH:9]=2)=[O:6])[CH:23]=[C:24]([CH3:26])[CH:25]=1. (6) Given the reactants [CH2:1]([O:3][C:4](=[O:35])[C:5]([O:8][C:9]1[CH:14]=[CH:13][C:12]([O:15][CH2:16][CH2:17][CH:18]2[CH2:22][N:21](CC3C=CC(OC)=CC=3)[C:20](=[O:32])[N:19]2[CH3:33])=[CH:11][C:10]=1[CH3:34])([CH3:7])[CH3:6])[CH3:2], predict the reaction product. The product is: [CH2:1]([O:3][C:4](=[O:35])[C:5]([CH3:7])([O:8][C:9]1[CH:14]=[CH:13][C:12]([O:15][CH2:16][CH2:17][CH:18]2[CH2:22][NH:21][C:20](=[O:32])[N:19]2[CH3:33])=[CH:11][C:10]=1[CH3:34])[CH3:6])[CH3:2]. (7) Given the reactants CN(C(ON1N=NC2C=CC=CC1=2)=[N+](C)C)C.[B-](F)(F)(F)F.[NH2:23][C:24]1[S:25][C:26]([C:32]2[CH:37]=[CH:36][CH:35]=[C:34]([F:38])[CH:33]=2)=[C:27]([C:29]([OH:31])=O)[N:28]=1.[C@H:39]12[CH2:45][C@H:42]([CH2:43][CH2:44]1)[C@@H:41]([CH2:46][NH:47][C:48](=[O:53])[C:49]([F:52])([F:51])[F:50])[NH:40]2.CCN(C(C)C)C(C)C, predict the reaction product. The product is: [NH2:23][C:24]1[S:25][C:26]([C:32]2[CH:37]=[CH:36][CH:35]=[C:34]([F:38])[CH:33]=2)=[C:27]([C:29]([N:40]2[C@H:41]([CH2:46][NH:47][C:48](=[O:53])[C:49]([F:51])([F:52])[F:50])[C@@H:42]3[CH2:45][C@H:39]2[CH2:44][CH2:43]3)=[O:31])[N:28]=1. (8) Given the reactants [C:1]([C:5]1[CH:23]=[CH:22][C:8]([C:9]([NH:11][C:12]2[N:13]=[C:14]3[CH:19]=[CH:18][C:17](I)=[CH:16][N:15]3[CH:21]=2)=[O:10])=[CH:7][CH:6]=1)([CH3:4])([CH3:3])[CH3:2].[Cl-].[Li+].[CH2:26]([O:30]C=C)[CH2:27]CC.C(=O)([O-])[O-].[K+].[K+], predict the reaction product. The product is: [C:1]([C:5]1[CH:23]=[CH:22][C:8]([C:9]([NH:11][C:12]2[N:13]=[C:14]3[CH:19]=[CH:18][C:17]([C:26](=[O:30])[CH3:27])=[CH:16][N:15]3[CH:21]=2)=[O:10])=[CH:7][CH:6]=1)([CH3:4])([CH3:3])[CH3:2]. (9) The product is: [F:1][C:2]1[CH:3]=[CH:4][C:5]([N:8]2[CH2:13][CH2:12][N:11]([C:15]3[C:16]([C:23]4[CH:24]=[CH:25][C:26]([N:27]([CH3:28])[CH3:29])=[CH:30][CH:31]=4)=[N:17][C:18]([O:21][CH3:22])=[CH:19][CH:20]=3)[CH2:10][CH2:9]2)=[CH:6][CH:7]=1. Given the reactants [F:1][C:2]1[CH:7]=[CH:6][C:5]([N:8]2[CH2:13][CH2:12][NH:11][CH2:10][CH2:9]2)=[CH:4][CH:3]=1.Br[C:15]1[C:16]([C:23]2[CH:31]=[CH:30][C:26]([N:27]([CH3:29])[CH3:28])=[CH:25][CH:24]=2)=[N:17][C:18]([O:21][CH3:22])=[CH:19][CH:20]=1.CC1(C)C2C(=C(P(C3C=CC=CC=3)C3C=CC=CC=3)C=CC=2)OC2C(P(C3C=CC=CC=3)C3C=CC=CC=3)=CC=CC1=2.CC(C)([O-])C.[Na+], predict the reaction product. (10) Given the reactants Br[C:2]1[C:7]([CH3:8])=[CH:6][C:5]([Br:9])=[CH:4][N:3]=1.[CH3:10][O:11][C:12]1[CH:17]=[C:16]([O:18][C:19]([F:22])([F:21])[F:20])[CH:15]=[CH:14][C:13]=1B(O)O.O, predict the reaction product. The product is: [Br:9][C:5]1[CH:6]=[C:7]([CH3:8])[C:2]([C:13]2[CH:14]=[CH:15][C:16]([O:18][C:19]([F:21])([F:22])[F:20])=[CH:17][C:12]=2[O:11][CH3:10])=[N:3][CH:4]=1.